Task: Predict the reaction yield, written as a fraction of the theoretical maximum amount of product (1.0 means a 100% yield; for example, 0.34 means a 34% yield).. Dataset: Reaction yield outcomes from USPTO patents with 853,638 reactions (1) The reactants are [F:1][C:2]([F:15])([F:14])[CH2:3][O:4][C:5]1[CH:13]=[CH:12][C:8]([C:9](O)=[O:10])=[CH:7][N:6]=1.C(Cl)(=O)C([Cl:19])=O. The catalyst is ClCCCl. The product is [F:1][C:2]([F:15])([F:14])[CH2:3][O:4][C:5]1[CH:13]=[CH:12][C:8]([C:9]([Cl:19])=[O:10])=[CH:7][N:6]=1. The yield is 1.00. (2) The reactants are [CH2:1]([N:8]([CH2:16][C@@H:17]1[O:21][C:20](=[O:22])[N:19]([C:23]2[CH:28]=[CH:27][C:26]([N:29]3[CH2:34][CH2:33][O:32][CH2:31][CH2:30]3)=[C:25]([F:35])[CH:24]=2)[CH2:18]1)CC1C=CC=CC=1)[C:2]1C=CC=CC=1.N#N.[H][H].C(OC(=O)C)(=[O:42])C.C(N(CC)CC)C. The catalyst is [Pd].CC(C)=O. The product is [CH3:2][C:1]([NH:8][CH2:16][C@@H:17]1[O:21][C:20](=[O:22])[N:19]([C:23]2[CH:28]=[CH:27][C:26]([N:29]3[CH2:34][CH2:33][O:32][CH2:31][CH2:30]3)=[C:25]([F:35])[CH:24]=2)[CH2:18]1)=[O:42]. The yield is 0.750. (3) The reactants are C([O:4][C@H:5]1[C@H:10]([O:11]C(=O)C)[C@@H:9]([CH2:15][O:16][C:17]2[CH:18]=[CH:19][C:20]3[C:32](=[O:33])[C:31]4[C:30]5[C:25](=[CH:26][C:27]([Br:34])=[CH:28][CH:29]=5)[NH:24][C:23]=4[C:22]([CH3:36])([CH3:35])[C:21]=3[CH:37]=2)[O:8][C@H:7]([O:38][CH3:39])[C@@H:6]1[O:40]C(=O)C)(=O)C.N. The product is [Br:34][C:27]1[CH:26]=[C:25]2[C:30]([C:31]3[C:32](=[O:33])[C:20]4[CH:19]=[CH:18][C:17]([O:16][CH2:15][C@@H:9]5[C@@H:10]([OH:11])[C@H:5]([OH:4])[C@@H:6]([OH:40])[C@@H:7]([O:38][CH3:39])[O:8]5)=[CH:37][C:21]=4[C:22]([CH3:36])([CH3:35])[C:23]=3[NH:24]2)=[CH:29][CH:28]=1. The catalyst is CO. The yield is 0.940. (4) The reactants are [I:1][C:2]1[CH:8]=[CH:7][CH:6]=[CH:5][C:3]=1[NH2:4].[F:9][C:10]([F:20])([F:19])[C:11](=O)[CH2:12][C:13](OCC)=[O:14].[OH-].[Na+]. No catalyst specified. The product is [I:1][C:2]1[CH:8]=[CH:7][CH:6]=[C:5]2[C:3]=1[NH:4][C:11]([C:10]([F:20])([F:19])[F:9])=[CH:12][C:13]2=[O:14]. The yield is 0.420. (5) The reactants are [CH2:1]([C:5]1[N:10]2[N:11]=[CH:12][N:13]=[C:9]2[N:8]([CH:14]2[CH2:23][CH2:22][C:17]3(OCC[O:18]3)[CH2:16][CH2:15]2)[C:7](=[O:24])[C:6]=1[CH2:25][C:26]1[CH:31]=[CH:30][C:29]([C:32]2[C:33]([C:38]#[N:39])=[CH:34][CH:35]=[CH:36][CH:37]=2)=[CH:28][CH:27]=1)[CH2:2][CH2:3][CH3:4].Cl.O1CCCC1.[BH4-].[Na+]. The catalyst is C(OCC)(=O)C.CO. The product is [CH2:1]([C:5]1[N:10]2[N:11]=[CH:12][N:13]=[C:9]2[N:8]([CH:14]2[CH2:23][CH2:22][CH:17]([OH:18])[CH2:16][CH2:15]2)[C:7](=[O:24])[C:6]=1[CH2:25][C:26]1[CH:31]=[CH:30][C:29]([C:32]2[C:33]([C:38]#[N:39])=[CH:34][CH:35]=[CH:36][CH:37]=2)=[CH:28][CH:27]=1)[CH2:2][CH2:3][CH3:4]. The yield is 1.00. (6) The reactants are [CH3:1][O:2][C:3](=[O:12])[C:4]1[CH:9]=[C:8]([Br:10])[CH:7]=[N:6][C:5]=1O.O=P(Cl)(Cl)[Cl:15]. No catalyst specified. The product is [CH3:1][O:2][C:3](=[O:12])[C:4]1[CH:9]=[C:8]([Br:10])[CH:7]=[N:6][C:5]=1[Cl:15]. The yield is 0.870. (7) The reactants are [NH2:1][CH2:2][CH:3]([N:14]1[CH2:19][CH2:18][N:17]([C:20]2[N:25]=[CH:24][N:23]=[C:22]([NH2:26])[C:21]=2Br)[CH2:16][CH2:15]1)[C:4]1[CH:9]=[CH:8][C:7]([C:10]([F:13])([F:12])[F:11])=[CH:6][CH:5]=1.[F:28][C:29]1[CH:34]=[CH:33][C:32](B(O)O)=[CH:31][CH:30]=1.C1(P(C2CCCCC2)C2C=CC=CC=2C2C(OC)=CC=CC=2OC)CCCCC1.C(=O)([O-])[O-].[Cs+].[Cs+]. The catalyst is O1CCOCC1.O.C([O-])(=O)C.[Pd+2].C([O-])(=O)C. The product is [NH2:1][CH2:2][CH:3]([N:14]1[CH2:19][CH2:18][N:17]([C:20]2[N:25]=[CH:24][N:23]=[C:22]([NH2:26])[C:21]=2[C:32]2[CH:33]=[CH:34][C:29]([F:28])=[CH:30][CH:31]=2)[CH2:16][CH2:15]1)[C:4]1[CH:9]=[CH:8][C:7]([C:10]([F:13])([F:12])[F:11])=[CH:6][CH:5]=1. The yield is 0.750. (8) The catalyst is CO.O. The reactants are CC1C=CC(S([O:11][CH2:12][C:13]2([CH3:19])[CH2:17][O:16][C:15](=[O:18])[NH:14]2)(=O)=O)=CC=1.[CH3:20][O-].[Na+]. The yield is 0.850. The product is [CH3:20][O:11][CH2:12][C:13]1([CH3:19])[CH2:17][O:16][C:15](=[O:18])[NH:14]1.